From a dataset of Full USPTO retrosynthesis dataset with 1.9M reactions from patents (1976-2016). Predict the reactants needed to synthesize the given product. (1) Given the product [F:22][C:19]1[CH:18]=[C:14]2[C:13](=[CH:21][CH:20]=1)[N:12]=[C:1]([C:2]1[CH:7]=[CH:6][CH:5]=[CH:4][C:3]=1[O:8][CH3:9])[NH:17][C:15]2=[O:16], predict the reactants needed to synthesize it. The reactants are: [C:1](Cl)(=O)[C:2]1[C:3]([O:8][CH3:9])=[CH:4][CH:5]=[CH:6][CH:7]=1.[NH2:12][C:13]1[CH:21]=[CH:20][C:19]([F:22])=[CH:18][C:14]=1[C:15]([NH2:17])=[O:16].NC1C=CC=CC=1C(N)=O.C(N(CC)CC)C. (2) The reactants are: [N+:1]([C:4]1[CH:13]=[CH:12][CH:11]=[C:10]([CH2:14][CH:15]=O)[C:5]=1[C:6]([O:8]C)=O)([O-:3])=[O:2].[F:17][C:18]([F:27])([F:26])[C:19]1[CH:20]=[C:21]([CH:23]=[CH:24][CH:25]=1)[NH2:22].C(O[BH-](OC(=O)C)OC(=O)C)(=O)C.[Na+]. Given the product [N+:1]([C:4]1[CH:13]=[CH:12][CH:11]=[C:10]2[C:5]=1[C:6](=[O:8])[N:22]([C:21]1[CH:23]=[CH:24][CH:25]=[C:19]([C:18]([F:17])([F:26])[F:27])[CH:20]=1)[CH2:15][CH2:14]2)([O-:3])=[O:2], predict the reactants needed to synthesize it. (3) The reactants are: C([O:3][C:4](=[O:19])[C@@H:5]([O:17][CH3:18])[CH2:6][C:7]1[CH:12]=[CH:11][C:10]([O:13][CH2:14][CH2:15]Br)=[CH:9][CH:8]=1)C.[CH3:20][N:21]([CH3:29])[C:22]1[CH:23]=[C:24]([OH:28])[CH:25]=[CH:26][CH:27]=1.CO[C@@H](CC1C=CC(OCCCOC2C=CC=CC=2)=CC=1)C(O)=O. Given the product [CH3:20][N:21]([CH3:29])[C:22]1[CH:23]=[C:24]([CH:25]=[CH:26][CH:27]=1)[O:28][CH2:15][CH2:14][O:13][C:10]1[CH:9]=[CH:8][C:7]([CH2:6][C@H:5]([O:17][CH3:18])[C:4]([OH:3])=[O:19])=[CH:12][CH:11]=1, predict the reactants needed to synthesize it. (4) Given the product [CH2:1]([N:8]1[CH:12]=[C:11]([NH:13][C:29](=[O:30])[CH:28]([NH:27][C:25](=[O:26])[CH2:24][C:19]2[CH:20]=[C:21]([F:23])[CH:22]=[C:17]([F:16])[CH:18]=2)[CH2:32][CH2:33][CH3:34])[N:10]=[CH:9]1)[C:2]1[CH:7]=[CH:6][CH:5]=[CH:4][CH:3]=1, predict the reactants needed to synthesize it. The reactants are: [CH2:1]([N:8]1[CH:12]=[C:11]([N+:13]([O-])=O)[N:10]=[CH:9]1)[C:2]1[CH:7]=[CH:6][CH:5]=[CH:4][CH:3]=1.[F:16][C:17]1[CH:18]=[C:19]([CH2:24][C:25]([NH:27][CH:28]([CH2:32][CH2:33][CH3:34])[C:29](O)=[O:30])=[O:26])[CH:20]=[C:21]([F:23])[CH:22]=1. (5) Given the product [NH2:8][C:9]1[C:14]([C:15]([NH:17][C:18]2[CH:23]=[CH:22][CH:21]=[C:20]([O:24][CH3:25])[CH:19]=2)=[O:16])=[C:13]([NH:26][C@H:27]([C:29]2[N:34]([C:35]3[CH:36]=[CH:37][CH:38]=[CH:39][CH:40]=3)[C:33](=[O:41])[C:32]3=[C:42]([CH3:45])[CH:43]=[CH:44][N:31]3[N:30]=2)[CH3:28])[N:12]=[CH:11][N:10]=1, predict the reactants needed to synthesize it. The reactants are: COC1C=CC(C[NH:8][C:9]2[C:14]([C:15]([NH:17][C:18]3[CH:23]=[CH:22][CH:21]=[C:20]([O:24][CH3:25])[CH:19]=3)=[O:16])=[C:13]([NH:26][C@H:27]([C:29]3[N:34]([C:35]4[CH:40]=[CH:39][CH:38]=[CH:37][CH:36]=4)[C:33](=[O:41])[C:32]4=[C:42]([CH3:45])[CH:43]=[CH:44][N:31]4[N:30]=3)[CH3:28])[N:12]=[CH:11][N:10]=2)=CC=1.